Dataset: Catalyst prediction with 721,799 reactions and 888 catalyst types from USPTO. Task: Predict which catalyst facilitates the given reaction. (1) Reactant: [CH3:1][O:2][C:3]1[CH:31]=[CH:30][C:6]([CH2:7][NH:8][C:9]2[C:10](=[O:29])[N:11]([CH3:28])[N:12]=[C:13]([O:15][CH2:16][C@H:17]3[CH2:19][C@@H:18]3[C:20]3[CH:25]=[CH:24][C:23]([O:26][CH3:27])=[CH:22][N:21]=3)[CH:14]=2)=[CH:5][CH:4]=1.[H-].[Na+].Br[CH2:35][C:36]#[CH:37]. Product: [CH3:1][O:2][C:3]1[CH:4]=[CH:5][C:6]([CH2:7][N:8]([CH2:37][C:36]#[CH:35])[C:9]2[C:10](=[O:29])[N:11]([CH3:28])[N:12]=[C:13]([O:15][CH2:16][C@H:17]3[CH2:19][C@@H:18]3[C:20]3[CH:25]=[CH:24][C:23]([O:26][CH3:27])=[CH:22][N:21]=3)[CH:14]=2)=[CH:30][CH:31]=1. The catalyst class is: 249. (2) Reactant: F[C:2]1[CH:7]=[CH:6][C:5]([N+:8]([O-:10])=[O:9])=[CH:4][C:3]=1[C:11]([F:14])([F:13])[F:12].[Cl:15][C:16]1[CH:17]=[N:18][CH:19]=[C:20]([OH:22])[CH:21]=1.C(=O)([O-])[O-].[K+].[K+]. Product: [Cl:15][C:16]1[CH:17]=[N:18][CH:19]=[C:20]([O:22][C:2]2[CH:7]=[CH:6][C:5]([N+:8]([O-:10])=[O:9])=[CH:4][C:3]=2[C:11]([F:14])([F:13])[F:12])[CH:21]=1. The catalyst class is: 3. (3) Reactant: [CH3:1][O:2][C:3]1[CH:8]=[CH:7][C:6]([NH:9][S:10]([C:13]2[C:26]([CH3:27])=[CH:25][C:16]([O:17][CH2:18][C:19]([CH3:24])([CH3:23])[C:20]([OH:22])=[O:21])=[CH:15][C:14]=2[CH3:28])(=[O:12])=[O:11])=[C:5]([N+:29]([O-:31])=[O:30])[CH:4]=1.C(N1C=CN=C1)(N1C=CN=C1)=O.[C:44]1([CH3:56])[CH:49]=[CH:48][C:47]([S:50]([CH:53](O)[CH3:54])(=[O:52])=[O:51])=[CH:46][CH:45]=1. Product: [CH3:1][O:2][C:3]1[CH:8]=[CH:7][C:6]([NH:9][S:10]([C:13]2[C:14]([CH3:28])=[CH:15][C:16]([O:17][CH2:18][C:19]([CH3:24])([CH3:23])[C:20]([O:22][CH2:54][CH2:53][S:50]([C:47]3[CH:48]=[CH:49][C:44]([CH3:56])=[CH:45][CH:46]=3)(=[O:52])=[O:51])=[O:21])=[CH:25][C:26]=2[CH3:27])(=[O:12])=[O:11])=[C:5]([N+:29]([O-:31])=[O:30])[CH:4]=1. The catalyst class is: 4. (4) Reactant: [C:1]([O:5][C:6]([CH:8]1[CH2:13][CH2:12][CH:11]([C:14]2[CH:24]=[CH:23][C:17]([C:18]([O:20]CC)=[O:19])=[CH:16][CH:15]=2)[CH2:10][CH2:9]1)=[O:7])([CH3:4])([CH3:3])[CH3:2].O1CCCC1.O.[OH-].[Li+]. Product: [C:1]([O:5][C:6]([CH:8]1[CH2:9][CH2:10][CH:11]([C:14]2[CH:15]=[CH:16][C:17]([C:18]([OH:20])=[O:19])=[CH:23][CH:24]=2)[CH2:12][CH2:13]1)=[O:7])([CH3:4])([CH3:2])[CH3:3]. The catalyst class is: 5. (5) Reactant: Br[C:2]1[CH:17]=[CH:16][C:5]([CH2:6][CH2:7][NH:8][C:9](=[O:15])[O:10][C:11]([CH3:14])([CH3:13])[CH3:12])=[CH:4][CH:3]=1.[C:18](=[O:21])([O-])[O-].[Na+].[Na+].CO. Product: [O:21]=[C:18]1[NH:8][CH:7]=[C:6]([C:2]2[CH:17]=[CH:16][C:5]([CH2:6][CH2:7][NH:8][C:9](=[O:15])[O:10][C:11]([CH3:14])([CH3:13])[CH3:12])=[CH:4][CH:3]=2)[CH:5]=[CH:4]1. The catalyst class is: 532.